From a dataset of Full USPTO retrosynthesis dataset with 1.9M reactions from patents (1976-2016). Predict the reactants needed to synthesize the given product. (1) Given the product [CH3:1][C:2]1[CH:3]=[C:4]([OH:5])[C:8]([C:10]2[CH:15]=[CH:14][C:13]([CH3:18])=[CH:12][N:11]=2)=[N:17][C:6]=1[CH3:7], predict the reactants needed to synthesize it. The reactants are: [CH3:1][C:2]1[CH:3]=[C:4]([C:8]([C:10]2[CH:15]=[CH:14][CH:13]=[C:12](C)[N:11]=2)=O)[O:5][C:6]=1[CH3:7].[NH3:17].[CH3:18]O. (2) Given the product [F:13][C:14]([F:29])([F:28])[C:15]1[CH:16]=[C:17]([CH:21]=[C:22]([C:24]([F:27])([F:26])[F:25])[CH:23]=1)[C:18]([N:10]=[C:8]1[N:7]([CH:31]([CH2:36][CH3:37])[C:32]([OH:34])=[O:33])[C:6]2[CH:11]=[C:2]([F:1])[C:3]([F:12])=[CH:4][C:5]=2[S:9]1)=[O:19], predict the reactants needed to synthesize it. The reactants are: [F:1][C:2]1[C:3]([F:12])=[CH:4][C:5]2[S:9][C:8]([NH2:10])=[N:7][C:6]=2[CH:11]=1.[F:13][C:14]([F:29])([F:28])[C:15]1[CH:16]=[C:17]([CH:21]=[C:22]([C:24]([F:27])([F:26])[F:25])[CH:23]=1)[C:18](Cl)=[O:19].Br[CH:31]([CH2:36][CH3:37])[C:32]([O:34]C)=[O:33].COC1C=CC2N=C(N)SC=2C=1.ClC1C=C(C=CC=1)C(Cl)=O.BrCC(OCC)=O. (3) Given the product [CH:32]1([CH2:31][O:1][C:2]2[CH:29]=[CH:28][C:5]([C:6]([NH:8][C:9]3[CH:10]=[CH:11][C:12]([CH:15]4[O:20][CH2:19][CH2:18][N:17]([C:21]([O:23][C:24]([CH3:26])([CH3:25])[CH3:27])=[O:22])[CH2:16]4)=[CH:13][CH:14]=3)=[O:7])=[CH:4][CH:3]=2)[CH2:34][CH2:33]1, predict the reactants needed to synthesize it. The reactants are: [OH:1][C:2]1[CH:29]=[CH:28][C:5]([C:6]([NH:8][C:9]2[CH:14]=[CH:13][C:12]([CH:15]3[O:20][CH2:19][CH2:18][N:17]([C:21]([O:23][C:24]([CH3:27])([CH3:26])[CH3:25])=[O:22])[CH2:16]3)=[CH:11][CH:10]=2)=[O:7])=[CH:4][CH:3]=1.Br[CH2:31][CH:32]1[CH2:34][CH2:33]1.C(=O)([O-])[O-].[K+].[K+].[I-].[K+]. (4) Given the product [Cl:2][C:3]1[CH:4]=[C:5]2[C:9](=[CH:10][CH:11]=1)[NH:8][CH:7]=[C:6]2[CH2:12][CH2:13][NH:14][C:21]([C:17]1[CH:16]=[C:15]([C:24]2[CH:29]=[CH:28][CH:27]=[CH:26][CH:25]=2)[CH:20]=[CH:19][CH:18]=1)=[O:22], predict the reactants needed to synthesize it. The reactants are: Cl.[Cl:2][C:3]1[CH:4]=[C:5]2[C:9](=[CH:10][CH:11]=1)[NH:8][CH:7]=[C:6]2[CH2:12][CH2:13][NH2:14].[C:15]1([C:24]2[CH:29]=[CH:28][CH:27]=[CH:26][CH:25]=2)[CH:20]=[CH:19][CH:18]=[C:17]([C:21](Cl)=[O:22])[CH:16]=1.C(N(CC)CC)C. (5) Given the product [F:1][C:2]1[CH:3]=[CH:4][C:5]([N+:9]([O-:11])=[O:10])=[C:6]([I:16])[CH:8]=1, predict the reactants needed to synthesize it. The reactants are: [F:1][C:2]1[CH:3]=[CH:4][C:5]([N+:9]([O-:11])=[O:10])=[C:6]([CH:8]=1)N.N([O-])=O.[Na+].[I-:16].[K+]. (6) Given the product [F:45][C:44]([F:47])([F:46])[C:42]([OH:48])=[O:43].[CH2:1]([O:3][P:4]([CH2:9][C:10]1[CH:15]=[CH:14][C:13]([NH:16][C:17]2[N:22]=[C:21]([NH:30][C:31]3[CH:32]=[CH:33][CH:34]=[C:35]4[C:39]=3[C:38](=[O:40])[N:37]([OH:41])[CH2:36]4)[C:20]([C:24]([F:27])([F:26])[F:25])=[CH:19][N:18]=2)=[C:12]([O:28][CH3:29])[CH:11]=1)(=[O:8])[O:5][CH2:6][CH3:7])[CH3:2], predict the reactants needed to synthesize it. The reactants are: [CH2:1]([O:3][P:4]([CH2:9][C:10]1[CH:15]=[CH:14][C:13]([NH:16][C:17]2[N:22]=[C:21](Cl)[C:20]([C:24]([F:27])([F:26])[F:25])=[CH:19][N:18]=2)=[C:12]([O:28][CH3:29])[CH:11]=1)(=[O:8])[O:5][CH2:6][CH3:7])[CH3:2].[NH2:30][C:31]1[CH:32]=[CH:33][CH:34]=[C:35]2[C:39]=1[C:38](=[O:40])[N:37]([OH:41])[CH2:36]2.[C:42]([OH:48])([C:44]([F:47])([F:46])[F:45])=[O:43]. (7) Given the product [F:52][C:53]1[CH:58]=[CH:57][C:56]([F:59])=[CH:55][C:54]=1[CH:60]1[CH2:62][CH:61]1[CH2:63][NH:1][CH:2]1[CH2:7][CH2:6][N:5]([CH2:8][CH2:9][N:10]2[C:15]3[CH:16]=[C:17]([C:20]#[N:21])[CH:18]=[CH:19][C:14]=3[O:13][CH2:12][C:11]2=[O:22])[CH2:4][CH2:3]1, predict the reactants needed to synthesize it. The reactants are: [NH2:1][CH:2]1[CH2:7][CH2:6][N:5]([CH2:8][CH2:9][N:10]2[C:15]3[CH:16]=[C:17]([C:20]#[N:21])[CH:18]=[CH:19][C:14]=3[O:13][CH2:12][C:11]2=[O:22])[CH2:4][CH2:3]1.FC(F)(F)C(O)=O.NC1CCN(CCN2C3C=C(C#N)C=CC=3OCC2=O)CC1.[F:52][C:53]1[CH:58]=[CH:57][C:56]([F:59])=[CH:55][C:54]=1[CH:60]1[CH2:62][CH:61]1[CH:63]=O.C([BH3-])#N.[Na+]. (8) Given the product [C:22]([O:25][CH2:2][C:3]1[CH:8]=[CH:7][N:6]=[C:5]2[S:9][C:10]([C:12]3[CH:17]=[CH:16][CH:15]=[C:14]([C:18]([F:21])([F:20])[F:19])[CH:13]=3)=[N:11][C:4]=12)(=[O:24])[CH3:23], predict the reactants needed to synthesize it. The reactants are: Cl[CH2:2][C:3]1[CH:8]=[CH:7][N:6]=[C:5]2[S:9][C:10]([C:12]3[CH:17]=[CH:16][CH:15]=[C:14]([C:18]([F:21])([F:20])[F:19])[CH:13]=3)=[N:11][C:4]=12.[C:22]([O-:25])(=[O:24])[CH3:23].[Na+]. (9) Given the product [C:22]([C:9]1[CH:10]=[N:11][C:12]2[C:17]([C:8]=1[NH:7][C:6]1[CH:24]=[C:2]([C:30]#[C:29][CH2:28][O:31][CH3:32])[CH:3]=[C:4]3[O:27][CH2:26][O:25][C:5]=13)=[CH:16][C:15]([O:18][CH3:19])=[C:14]([O:20][CH3:21])[CH:13]=2)#[N:23], predict the reactants needed to synthesize it. The reactants are: Br[C:2]1[CH:3]=[C:4]2[O:27][CH2:26][O:25][C:5]2=[C:6]([CH:24]=1)[NH:7][C:8]1[C:17]2[C:12](=[CH:13][C:14]([O:20][CH3:21])=[C:15]([O:18][CH3:19])[CH:16]=2)[N:11]=[CH:10][C:9]=1[C:22]#[N:23].[CH2:28]([O:31][CH3:32])[C:29]#[CH:30].N1CCCC1.[Cl-].[NH4+].